Dataset: HIV replication inhibition screening data with 41,000+ compounds from the AIDS Antiviral Screen. Task: Binary Classification. Given a drug SMILES string, predict its activity (active/inactive) in a high-throughput screening assay against a specified biological target. (1) The compound is CCCCCCC(O)CC=CCCCCCCC(C(=O)OC)=C(O)C(=O)OCC.[NaH]. The result is 0 (inactive). (2) The result is 0 (inactive). The compound is O=C1CCCC2=C1CC1=C(CCCC1=O)N2c1ccc([N+](=O)[O-])cc1. (3) The molecule is O=C(O)c1ccc(-n2[se]c3ccccc3c2=O)cc1. The result is 1 (active). (4) The compound is O=c1oc2ccccc2c(O)c1C(c1ccc(C(c2c(O)c3ccccc3oc2=O)c2c(O)c3ccccc3oc2=O)cc1)c1c(O)c2ccccc2oc1=O. The result is 0 (inactive). (5) The compound is O=C(NN=Cc1ccc([N+](=O)[O-])cc1)c1ccccc1Nc1ccccc1C(=O)NN=Cc1ccc([N+](=O)[O-])cc1. The result is 0 (inactive).